This data is from Peptide-MHC class II binding affinity with 134,281 pairs from IEDB. The task is: Regression. Given a peptide amino acid sequence and an MHC pseudo amino acid sequence, predict their binding affinity value. This is MHC class II binding data. The peptide sequence is IKLVKSSRPDCSEIP. The MHC is DRB1_0401 with pseudo-sequence DRB1_0401. The binding affinity (normalized) is 0.182.